Task: Predict the reactants needed to synthesize the given product.. Dataset: Full USPTO retrosynthesis dataset with 1.9M reactions from patents (1976-2016) Given the product [N:14]1[CH:15]=[CH:16][CH:17]=[CH:18][C:13]=1[C:8]1[NH:9][C:10]2[C:6]([CH:7]=1)=[CH:5][C:4]([NH2:1])=[CH:12][CH:11]=2, predict the reactants needed to synthesize it. The reactants are: [N+:1]([C:4]1[CH:5]=[C:6]2[C:10](=[CH:11][CH:12]=1)[NH:9][C:8]([C:13]1[CH:18]=[CH:17][CH:16]=[CH:15][N:14]=1)=[CH:7]2)([O-])=O.Cl[Sn]Cl.O.